From a dataset of Reaction yield outcomes from USPTO patents with 853,638 reactions. Predict the reaction yield, written as a fraction of the theoretical maximum amount of product (1.0 means a 100% yield; for example, 0.34 means a 34% yield). (1) The reactants are [CH3:1][C:2]1[C:8](=[O:9])[NH:7][C:5](=[O:6])[N:4]([C@@H:10]2[O:14][C@H:13]([CH2:15][OH:16])[CH:12]=[CH:11]2)[CH:3]=1.CN1C(=O)N(C)CCC1. The catalyst is C(O)(C)C. The product is [C@@H:10]1([N:4]2[CH:3]=[C:2]([CH3:1])[C:8](=[O:9])[NH:7][C:5]2=[O:6])[O:14][C@H:13]([CH2:15][OH:16])[CH:12]=[CH:11]1. The yield is 0.830. (2) The reactants are [F:1][C:2]([F:17])([F:16])[C:3]1[C:11]2[CH2:10][CH2:9][CH2:8][CH2:7][C:6]=2[N:5]([CH2:12][C:13]([OH:15])=O)[N:4]=1.CN(C=O)C.O[N:24]=[C:25]([C:27]1[CH:28]=[N:29][N:30]2[C:35]([C:36]([F:39])([F:38])[F:37])=[CH:34][C:33]([C:40]([F:43])([F:42])[F:41])=[N:32][C:31]=12)[NH2:26].Cl.C(N=C=NCCCN(C)C)C.O.ON1C2C=CC=CC=2N=N1. The catalyst is C(OCC)(=O)C. The product is [F:42][C:40]([F:41])([F:43])[C:33]1[CH:34]=[C:35]([C:36]([F:37])([F:38])[F:39])[N:30]2[N:29]=[CH:28][C:27]([C:25]3[N:26]=[C:13]([CH2:12][N:5]4[C:6]5[CH2:7][CH2:8][CH2:9][CH2:10][C:11]=5[C:3]([C:2]([F:1])([F:17])[F:16])=[N:4]4)[O:15][N:24]=3)=[C:31]2[N:32]=1. The yield is 0.320. (3) The reactants are Br[C:2]1[CH:22]=[CH:21][C:5]2[N:6]([CH3:20])[C:7](=[O:19])[CH2:8][N:9]=[C:10]([C:11]3[CH:12]=[C:13]([CH:16]=[CH:17][CH:18]=3)[C:14]#[N:15])[C:4]=2[CH:3]=1.C1(B(O)O)C=CC=CC=1.[CH3:32][O:33][C:34]1[CH:39]=[CH:38][C:37]([O:40][CH3:41])=[CH:36][C:35]=1B(O)O. No catalyst specified. The product is [CH3:32][O:33][C:34]1[CH:39]=[CH:38][C:37]([O:40][CH3:41])=[CH:36][C:35]=1[C:2]1[CH:22]=[CH:21][C:5]2[N:6]([CH3:20])[C:7](=[O:19])[CH2:8][N:9]=[C:10]([C:11]3[CH:12]=[C:13]([CH:16]=[CH:17][CH:18]=3)[C:14]#[N:15])[C:4]=2[CH:3]=1. The yield is 0.650. (4) The reactants are C[Si]([N-][Si](C)(C)C)(C)C.[Na+].[CH3:11][N:12]1[CH2:17][CH2:16][N:15]([CH2:18][C:19]2[CH:28]=[CH:27][C:22]([C:23]([O:25]C)=O)=[CH:21][CH:20]=2)[CH2:14][CH2:13]1.[NH2:29][C:30]1[N:34](C(OC(C)(C)C)=O)[N:33]=[C:32]([CH2:42][CH2:43][C:44]2[CH:49]=[C:48]([O:50][CH3:51])[CH:47]=[C:46]([O:52][CH3:53])[CH:45]=2)[CH:31]=1.[NH4+].[Cl-]. The catalyst is C1COCC1.CC(N(C)C)=O. The product is [CH3:51][O:50][C:48]1[CH:49]=[C:44]([CH2:43][CH2:42][C:32]2[NH:33][N:34]=[C:30]([NH:29][C:23](=[O:25])[C:22]3[CH:21]=[CH:20][C:19]([CH2:18][N:15]4[CH2:14][CH2:13][N:12]([CH3:11])[CH2:17][CH2:16]4)=[CH:28][CH:27]=3)[CH:31]=2)[CH:45]=[C:46]([O:52][CH3:53])[CH:47]=1. The yield is 0.0519. (5) The reactants are I[C:2]1[CH:3]=[C:4]([N:8]2[C:12]3=[CH:13][N:14]=[C:15]([O:17][CH3:18])[CH:16]=[C:11]3[C:10]([C:19]([NH2:21])=[O:20])=[N:9]2)[CH:5]=[CH:6][CH:7]=1.[C:22]([C@:24]1([OH:31])[CH2:28][CH2:27][N:26]([CH3:29])[C:25]1=[O:30])#[CH:23]. No catalyst specified. The product is [OH:31][C@@:24]1([C:22]#[C:23][C:2]2[CH:3]=[C:4]([N:8]3[C:12]4=[CH:13][N:14]=[C:15]([O:17][CH3:18])[CH:16]=[C:11]4[C:10]([C:19]([NH2:21])=[O:20])=[N:9]3)[CH:5]=[CH:6][CH:7]=2)[CH2:28][CH2:27][N:26]([CH3:29])[C:25]1=[O:30]. The yield is 0.660. (6) The reactants are [Si]([O:8][CH2:9][CH2:10][CH2:11][N:12]1[C:17](=[O:18])[C:16]2[C:19]([CH:30](O)[CH2:31][CH:32]([CH3:34])[CH3:33])=[C:20]([C:23]3[CH:28]=[CH:27][CH:26]=[C:25]([Cl:29])[CH:24]=3)[N:21]=[CH:22][C:15]=2[N:14]([CH3:36])[C:13]1=[O:37])(C(C)(C)C)(C)C.[CH:38](O)=[O:39]. The catalyst is CC(=O)OCC.O.[Zn]. The yield is 0.700. The product is [CH:38]([O:8][CH2:9][CH2:10][CH2:11][N:12]1[C:17](=[O:18])[C:16]2[C:19]([CH2:30][CH2:31][CH:32]([CH3:34])[CH3:33])=[C:20]([C:23]3[CH:28]=[CH:27][CH:26]=[C:25]([Cl:29])[CH:24]=3)[N:21]=[CH:22][C:15]=2[N:14]([CH3:36])[C:13]1=[O:37])=[O:39]. (7) The reactants are [OH:1][C:2]1[CH:17]=[CH:16][C:5]([CH2:6][CH2:7][NH:8][C:9](=[O:15])[O:10][C:11]([CH3:14])([CH3:13])[CH3:12])=[CH:4][CH:3]=1.[Cl:18][C:19]1[C:24]([Cl:25])=[CH:23][C:22]([Cl:26])=[C:21](Cl)[N:20]=1.C(=O)([O-])[O-].[K+].[K+]. The catalyst is CC(=O)CC. The product is [Cl:26][C:22]1[C:21]([O:1][C:2]2[CH:17]=[CH:16][C:5]([CH2:6][CH2:7][NH:8][C:9](=[O:15])[O:10][C:11]([CH3:14])([CH3:12])[CH3:13])=[CH:4][CH:3]=2)=[N:20][C:19]([Cl:18])=[C:24]([Cl:25])[CH:23]=1. The yield is 0.820.